This data is from Reaction yield outcomes from USPTO patents with 853,638 reactions. The task is: Predict the reaction yield, written as a fraction of the theoretical maximum amount of product (1.0 means a 100% yield; for example, 0.34 means a 34% yield). (1) The reactants are [NH2:1][C:2]1[CH:3]=[C:4]2[C:9](=[C:10]([Cl:12])[CH:11]=1)[N:8]=[CH:7][C:6]([C:13]#[N:14])=[C:5]2[NH:15][C:16]1[CH:21]=[CH:20][C:19]([F:22])=[C:18]([Cl:23])[CH:17]=1.[CH2:24]([N:31]1[CH:35]=[C:34]([CH:36]=O)[N:33]=[N:32]1)[C:25]1[CH:30]=[CH:29][CH:28]=[CH:27][CH:26]=1.[BH3-]C#N.[Na+]. The catalyst is CCO. The product is [CH2:24]([N:31]1[CH:35]=[C:34]([CH2:36][NH:1][C:2]2[CH:3]=[C:4]3[C:9](=[C:10]([Cl:12])[CH:11]=2)[N:8]=[CH:7][C:6]([C:13]#[N:14])=[C:5]3[NH:15][C:16]2[CH:21]=[CH:20][C:19]([F:22])=[C:18]([Cl:23])[CH:17]=2)[N:33]=[N:32]1)[C:25]1[CH:26]=[CH:27][CH:28]=[CH:29][CH:30]=1. The yield is 0.360. (2) The reactants are [CH3:1][O:2][C:3]1[CH:7]=[C:6]([C:8]([OH:10])=O)[N:5]([CH3:11])[N:4]=1.CN(C)C=O.C(Cl)(=O)C(Cl)=O.[NH2:23][C:24]1[CH:25]=[C:26]([CH:44]=[CH:45][C:46]=1[CH3:47])[O:27][C:28]1[CH:29]=[CH:30][C:31]2[N:32]([CH:34]=[C:35]([NH:37][C:38]([CH:40]3[CH2:42][CH:41]3[CH3:43])=[O:39])[N:36]=2)[N:33]=1. The catalyst is CN(C)C(=O)C.O1CCCC1. The product is [CH3:1][O:2][C:3]1[CH:7]=[C:6]([C:8]([NH:23][C:24]2[CH:25]=[C:26]([O:27][C:28]3[CH:29]=[CH:30][C:31]4[N:32]([CH:34]=[C:35]([NH:37][C:38]([CH:40]5[CH2:42][CH:41]5[CH3:43])=[O:39])[N:36]=4)[N:33]=3)[CH:44]=[CH:45][C:46]=2[CH3:47])=[O:10])[N:5]([CH3:11])[N:4]=1. The yield is 0.690.